From a dataset of Catalyst prediction with 721,799 reactions and 888 catalyst types from USPTO. Predict which catalyst facilitates the given reaction. (1) Reactant: Cl.[C:2]1(=[O:12])[C:6]2([CH2:11][CH2:10][CH2:9][NH:8][CH2:7]2)[CH2:5][CH2:4][NH:3]1.C(N(CC)CC)C.[F:20][C:21]([F:34])([F:33])[O:22][C:23]1[CH:24]=[C:25]([S:29](Cl)(=[O:31])=[O:30])[CH:26]=[CH:27][CH:28]=1. Product: [F:34][C:21]([F:20])([F:33])[O:22][C:23]1[CH:24]=[C:25]([S:29]([N:8]2[CH2:9][CH2:10][CH2:11][C:6]3([C:2](=[O:12])[NH:3][CH2:4][CH2:5]3)[CH2:7]2)(=[O:31])=[O:30])[CH:26]=[CH:27][CH:28]=1. The catalyst class is: 4. (2) Reactant: [NH2:1][C:2]1[C:11]2[N:12]=[C:13]([CH2:39][O:40][CH2:41][CH3:42])[N:14]([CH2:15][CH2:16][CH2:17][N:18]([CH2:23][C:24]3[CH:25]=[C:26]([CH:36]=[CH:37][CH:38]=3)[O:27][C:28]([CH3:35])([CH3:34])[C:29]([O:31][CH2:32][CH3:33])=[O:30])[C:19](=[O:22])[CH2:20]Cl)[C:10]=2[C:9]2[CH:8]=[CH:7][CH:6]=[CH:5][C:4]=2[N:3]=1.[NH:43]([CH2:46][CH3:47])[CH2:44][CH3:45].N. Product: [NH2:1][C:2]1[C:11]2[N:12]=[C:13]([CH2:39][O:40][CH2:41][CH3:42])[N:14]([CH2:15][CH2:16][CH2:17][N:18]([CH2:23][C:24]3[CH:25]=[C:26]([CH:36]=[CH:37][CH:38]=3)[O:27][C:28]([CH3:35])([CH3:34])[C:29]([O:31][CH2:32][CH3:33])=[O:30])[C:19](=[O:22])[CH2:20][N:43]([CH2:46][CH3:47])[CH2:44][CH3:45])[C:10]=2[C:9]2[CH:8]=[CH:7][CH:6]=[CH:5][C:4]=2[N:3]=1. The catalyst class is: 23.